From a dataset of Full USPTO retrosynthesis dataset with 1.9M reactions from patents (1976-2016). Predict the reactants needed to synthesize the given product. Given the product [CH:1]([NH:4][C:10]1[C:11]([C:12]([O:14][CH2:15][CH3:16])=[O:13])=[CH:6][N:7]=[C:8]([C:17]([F:19])([F:20])[F:18])[N:9]=1)([CH3:3])[CH3:2], predict the reactants needed to synthesize it. The reactants are: [CH:1]([NH2:4])([CH3:3])[CH3:2].Cl[C:6]1[C:11]([C:12]([O:14][CH2:15][CH3:16])=[O:13])=[CH:10][N:9]=[C:8]([C:17]([F:20])([F:19])[F:18])[N:7]=1.C(O)C.